This data is from Forward reaction prediction with 1.9M reactions from USPTO patents (1976-2016). The task is: Predict the product of the given reaction. (1) Given the reactants Br[C:2]1[N:7]=[C:6]([CH3:8])[C:5]([F:9])=[CH:4][CH:3]=1.[CH3:10][C:11]1[CH:16]=[CH:15][CH:14]=[C:13]([CH3:17])[C:12]=1B(O)O.[O-]P([O-])([O-])=O.[K+].[K+].[K+].COC1C=CC=C(OC)C=1C1C=CC=CC=1P(C1CCCCC1)C1CCCCC1, predict the reaction product. The product is: [CH3:10][C:11]1[CH:16]=[CH:15][CH:14]=[C:13]([CH3:17])[C:12]=1[C:2]1[N:7]=[C:6]([CH3:8])[C:5]([F:9])=[CH:4][CH:3]=1. (2) Given the reactants [C:1]([O:5][C:6]([CH3:9])([CH3:8])[CH3:7])(=[O:4])[NH:2][NH2:3].CCN(CC)CC.Br[CH2:18][C:19]([CH3:21])=[CH2:20], predict the reaction product. The product is: [C:6]([O:5][C:1]([NH:2][NH:3][CH2:20][C:19]([CH3:21])=[CH2:18])=[O:4])([CH3:9])([CH3:8])[CH3:7]. (3) Given the reactants [F:1][C:2]1[CH:7]=[CH:6][C:5]([C:8]2[CH:13]=[CH:12][C:11]([N:14]3[C:22]4[C:21]([OH:23])=[C:20]([C:24]#[N:25])[C:19](=[O:26])[NH:18][C:17]=4[CH:16]=[CH:15]3)=[CH:10][CH:9]=2)=[CH:4][CH:3]=1.[H-].[Na+].[H][H].CI.[C:33](NC1C=C(Cl)N(C2C=CC(Br)=CC=2)C=1C(OCC)=O)(=O)C, predict the reaction product. The product is: [F:1][C:2]1[CH:3]=[CH:4][C:5]([C:8]2[CH:9]=[CH:10][C:11]([N:14]3[C:22]4[C:21]([OH:23])=[C:20]([C:24]#[N:25])[C:19](=[O:26])[N:18]([CH3:33])[C:17]=4[CH:16]=[CH:15]3)=[CH:12][CH:13]=2)=[CH:6][CH:7]=1. (4) Given the reactants [C:1]([OH:4])(=[O:3])C.[C:5]([O:9][C:10]([N:12]1[CH2:17][CH2:16][C:15](=O)[CH2:14][CH2:13]1)=[O:11])([CH3:8])([CH3:7])[CH3:6].[NH2:19][C:20]1[CH:25]=[CH:24][CH:23]=[CH:22][C:21]=1[CH:26](O)[CH3:27].C([BH3-])#N.[Na+], predict the reaction product. The product is: [CH3:27][CH:26]1[C:21]2[CH:22]=[CH:23][CH:24]=[CH:25][C:20]=2[N:19]([CH:15]2[CH2:16][CH2:17][N:12]([C:10]([O:9][C:5]([CH3:8])([CH3:7])[CH3:6])=[O:11])[CH2:13][CH2:14]2)[C:1](=[O:3])[O:4]1. (5) Given the reactants [C:1]1([C:7]([C:25]2[CH:30]=[CH:29][CH:28]=[CH:27][CH:26]=2)=[CH:8][CH2:9][N:10]2[CH2:15][CH2:14][N:13]([C:16]3[CH:24]=[CH:23][C:19]([C:20](O)=[O:21])=[CH:18][CH:17]=3)[CH2:12][CH2:11]2)[CH:6]=[CH:5][CH:4]=[CH:3][CH:2]=1.[N+:31]([C:34]1[CH:35]=[C:36]([S:40]([NH2:43])(=[O:42])=[O:41])[CH:37]=[CH:38][CH:39]=1)([O-:33])=[O:32].Cl.C(N=C=NCCCN(C)C)C, predict the reaction product. The product is: [C:1]1([C:7]([C:25]2[CH:26]=[CH:27][CH:28]=[CH:29][CH:30]=2)=[CH:8][CH2:9][N:10]2[CH2:11][CH2:12][N:13]([C:16]3[CH:24]=[CH:23][C:19]([C:20]([NH:43][S:40]([C:36]4[CH:37]=[CH:38][CH:39]=[C:34]([N+:31]([O-:33])=[O:32])[CH:35]=4)(=[O:42])=[O:41])=[O:21])=[CH:18][CH:17]=3)[CH2:14][CH2:15]2)[CH:6]=[CH:5][CH:4]=[CH:3][CH:2]=1.